This data is from Experimentally validated miRNA-target interactions with 360,000+ pairs, plus equal number of negative samples. The task is: Binary Classification. Given a miRNA mature sequence and a target amino acid sequence, predict their likelihood of interaction. (1) The miRNA is hsa-miR-133a-3p with sequence UUUGGUCCCCUUCAACCAGCUG. The protein sequence of the target gene is MGSLFPLSLLFFLAAAYPGVGSALGRRTKRAQSPKGSPLAPSGTSVPFWVRMSPEFVAVQPGKSVQLNCSNSCPQPQNSSLRTPLRQGKTLRGPGWVSYQLLDVRAWSSLAHCLVTCAGKTRWATSRITAYKPPHSVILEPPVLKGRKYTLRCHVTQVFPVGYLVVTLRHGSRVIYSESLERFTGLDLANVTLTYEFAAGPRDFWQPVICHARLNLDGLVVRNSSAPITLMLAWSPAPTALASGSIAALVGILLTVGAAYLCKCLAMKSQA. Result: 0 (no interaction). (2) The miRNA is ath-miR397a with sequence UCAUUGAGUGCAGCGUUGAUG. The protein sequence of the target gene is MRKWILTRILPTLLYRSCFHLVCLVGTISLACNDMSPEQTATSVNCSSPERHTRSYDYMEGGDIRVRRLFCRTQWYLRIDKRGKVKGTQEMKNSYNIMEIRTVAVGIVAIKGVESEYYLAMNKEGKLYAKKECNEDCNFKELILENHYNTYASAKWTHSGGEMFVALNQKGIPVKGKKTKKEQKTAHFLPMAIT. Result: 0 (no interaction). (3) The miRNA is hsa-miR-7160-5p with sequence UGCUGAGGUCCGGGCUGUGCC. The protein sequence of the target gene is MLPRGLKMAPRGKRLSSTPLEILFFLNGWYNATYFLLELFIFLYKGVLLPYPTANLVLDVVMLLLYLGIEVIRLFFGTKGNLCQRKMPLSISVALTFPSAMMASYYLLLQTYVLRLEAIMNGILLFFCGSELLLEVLTLAAFSRI. Result: 1 (interaction). (4) The miRNA is hsa-miR-4677-5p with sequence UUGUUCUUUGGUCUUUCAGCCA. The protein sequence of the target gene is MEVPNVKDFQWKRLAPLPSRRVYCSLLETGGQVYAIGGCDDNGVPMDCFEVYSPEADQWTALPRLPTARAGVAVTALGKRIMVIGGVGTNQLPLKVVEMYNIDEGKWKKRSMLREAAMGISVTAKDYRVYAAGGMGLDLRPHNHLQHYDMLKDMWVSLAPMPTPRYAATSFLRGSKIYVLGGRQSKYAVNAFEVFDIETRSWTKFPNIPYKRAFSSFVTLDNHLYSLGGLRQGRLYRQPKFLRTMDVFDMEQGGWLKMERSFFLKKRRADFVAGSLSGRVIVAGGLGNQPTVLETAEAFH.... Result: 0 (no interaction).